This data is from Catalyst prediction with 721,799 reactions and 888 catalyst types from USPTO. The task is: Predict which catalyst facilitates the given reaction. (1) Reactant: [F:1][C:2]1[CH:7]=[CH:6][C:5]([NH:8][C:9](=[O:32])[CH2:10][C:11]2[C:12](=[O:31])[O:13][C:14]3[C:19]([C:20]=2[C:21]2[CH:26]=[CH:25][CH:24]=[CH:23][CH:22]=2)=[CH:18][C:17]2[CH2:27][CH2:28][CH:29](O)[C:16]=2[CH:15]=3)=[C:4]([C:33]([F:36])([F:35])[F:34])[CH:3]=1. Product: [F:1][C:2]1[CH:7]=[CH:6][C:5]([NH:8][C:9](=[O:32])[CH2:10][C:11]2[C:12](=[O:31])[O:13][C:14]3[C:19]([C:20]=2[C:21]2[CH:26]=[CH:25][CH:24]=[CH:23][CH:22]=2)=[CH:18][C:17]2[CH2:27][CH:28]=[CH:29][C:16]=2[CH:15]=3)=[C:4]([C:33]([F:36])([F:34])[F:35])[CH:3]=1. The catalyst class is: 11. (2) Reactant: [CH:1]([SiH:4]([CH:19]([CH3:21])[CH3:20])[C:5]1[C:16]([CH3:17])=[CH:15][C:8]([O:9][CH2:10][CH2:11][C:12](O)=[O:13])=[CH:7][C:6]=1[CH3:18])([CH3:3])[CH3:2].Cl.CN(C)CCCN=C=NCC.[CH2:34]([NH2:41])[C:35]1[CH:40]=[CH:39][CH:38]=[CH:37][CH:36]=1. Product: [CH2:34]([NH:41][C:12](=[O:13])[CH2:11][CH2:10][O:9][C:8]1[CH:15]=[C:16]([CH3:17])[C:5]([SiH:4]([CH:1]([CH3:2])[CH3:3])[CH:19]([CH3:20])[CH3:21])=[C:6]([CH3:18])[CH:7]=1)[C:35]1[CH:40]=[CH:39][CH:38]=[CH:37][CH:36]=1. The catalyst class is: 4. (3) Reactant: [Cl:1][C:2]1[CH:3]=[C:4]([C:12]2[CH:13]=[C:14]3[C:19](=[C:20]([C:22]([OH:24])=O)[CH:21]=2)[O:18][C:17]([CH3:26])([CH3:25])[CH:16]=[CH:15]3)[CH:5]=[CH:6][C:7]=1[C:8](=[O:11])[NH:9][CH3:10].[NH2:27][CH:28]([CH2:31][C:32]1[C:40]2[C:35](=[N:36][CH:37]=[CH:38][CH:39]=2)[NH:34][CH:33]=1)[CH2:29][OH:30].C1C=CC2N(O)N=NC=2C=1.CCN=C=NCCCN(C)C. Product: [OH:30][CH2:29][CH:28]([NH:27][C:22]([C:20]1[CH:21]=[C:12]([C:4]2[CH:5]=[CH:6][C:7]([C:8](=[O:11])[NH:9][CH3:10])=[C:2]([Cl:1])[CH:3]=2)[CH:13]=[C:14]2[C:19]=1[O:18][C:17]([CH3:26])([CH3:25])[CH:16]=[CH:15]2)=[O:24])[CH2:31][C:32]1[C:40]2[C:35](=[N:36][CH:37]=[CH:38][CH:39]=2)[NH:34][CH:33]=1. The catalyst class is: 18.